This data is from Full USPTO retrosynthesis dataset with 1.9M reactions from patents (1976-2016). The task is: Predict the reactants needed to synthesize the given product. Given the product [CH2:24]([O:26][CH2:27][N:8]1[CH:9]=[C:4]([CH:1]([CH3:3])[CH3:2])[C:5](=[O:11])[NH:6][C:7]1=[O:10])[CH3:25], predict the reactants needed to synthesize it. The reactants are: [CH:1]([C:4]1[C:5](=[O:11])[NH:6][C:7](=[O:10])[NH:8][CH:9]=1)([CH3:3])[CH3:2].C[Si](C([Si](C)(C)C)C(N)=O)(C)C.[CH2:24]([O:26][CH2:27]Cl)[CH3:25].O.